Dataset: Full USPTO retrosynthesis dataset with 1.9M reactions from patents (1976-2016). Task: Predict the reactants needed to synthesize the given product. (1) Given the product [NH2:20][CH2:19][CH2:18][CH2:17][NH:1][C@H:2]([CH2:14][OH:15])[C@@H:3]([C:5]1[CH:6]=[CH:7][C:8]([N+:11]([O-:13])=[O:12])=[CH:9][CH:10]=1)[OH:4], predict the reactants needed to synthesize it. The reactants are: [NH2:1][C@@H:2]([CH2:14][OH:15])[C@H:3]([C:5]1[CH:10]=[CH:9][C:8]([N+:11]([O-:13])=[O:12])=[CH:7][CH:6]=1)[OH:4].Br[CH2:17][CH2:18][CH2:19][N:20]1C(=O)C2=CC=CC=C2C1=O. (2) The reactants are: [CH2:1]([O:8][C:9]1[CH:14]=[CH:13][C:12](Br)=[CH:11][CH:10]=1)[C:2]1[CH:7]=[CH:6][CH:5]=[CH:4][CH:3]=1.C([Li])CCC.[CH2:21]([C:23]1[C:32]2[C:27](=[CH:28][CH:29]=[C:30]([O:33][CH3:34])[CH:31]=2)[O:26][CH:25]([OH:35])[C:24]=1[C:36]1[CH:41]=[CH:40][CH:39]=[C:38]([O:42][CH3:43])[CH:37]=1)[CH3:22]. Given the product [CH2:1]([O:8][C:9]1[CH:14]=[CH:13][C:12]([C@@H:25]([OH:35])/[C:24](/[C:36]2[CH:41]=[CH:40][CH:39]=[C:38]([O:42][CH3:43])[CH:37]=2)=[C:23](\[C:32]2[CH:31]=[C:30]([O:33][CH3:34])[CH:29]=[CH:28][C:27]=2[OH:26])/[CH2:21][CH3:22])=[CH:11][CH:10]=1)[C:2]1[CH:7]=[CH:6][CH:5]=[CH:4][CH:3]=1, predict the reactants needed to synthesize it.